Dataset: Catalyst prediction with 721,799 reactions and 888 catalyst types from USPTO. Task: Predict which catalyst facilitates the given reaction. (1) Reactant: [Si]([O:18][CH2:19][C@H:20]1[O:24][C@@H:23]([N:25]2[CH:32]=[C:31]([CH3:33])[C:29](=[O:30])[NH:28][C:26]2=[O:27])[C@H:22]([O:34][CH2:35][CH2:36][O:37][CH3:38])[C@@H:21]1[CH2:39][I:40])(C(C)(C)C)(C1C=CC=CC=1)C1C=CC=CC=1.F.F.F.C(N(CC)CC)C. Product: [I:40][CH2:39][C@@H:21]1[C@@H:20]([CH2:19][OH:18])[O:24][C@@H:23]([N:25]2[CH:32]=[C:31]([CH3:33])[C:29](=[O:30])[NH:28][C:26]2=[O:27])[C@@H:22]1[O:34][CH2:35][CH2:36][O:37][CH3:38]. The catalyst class is: 56. (2) Reactant: Cl[C:2]1[CH:7]=[C:6]([NH2:8])[C:5]([N+:9]([O-:11])=[O:10])=[CH:4][N:3]=1.[CH3:12][O-:13].[Na+]. Product: [CH3:12][O:13][C:2]1[CH:7]=[C:6]([NH2:8])[C:5]([N+:9]([O-:11])=[O:10])=[CH:4][N:3]=1. The catalyst class is: 5. (3) Reactant: [NH2:1][C@@H:2]([CH2:22][CH3:23])[C:3]([NH:5][C:6]1[CH:7]=[N:8][C:9]([O:12][C:13]2[CH:18]=[CH:17][C:16]([CH3:19])=[C:15]([O:20][CH3:21])[CH:14]=2)=[CH:10][CH:11]=1)=[O:4].C(N(CC)CC)C.Cl[C:32](Cl)([O:34]C(=O)OC(Cl)(Cl)Cl)Cl. Product: [CH2:22]([C@@H:2]1[NH:1][C:32](=[O:34])[N:5]([C:6]2[CH:7]=[N:8][C:9]([O:12][C:13]3[CH:18]=[CH:17][C:16]([CH3:19])=[C:15]([O:20][CH3:21])[CH:14]=3)=[CH:10][CH:11]=2)[C:3]1=[O:4])[CH3:23]. The catalyst class is: 4. (4) Reactant: [C:1]([C:5]1[CH:10]=[CH:9][C:8]([C:11](=[O:37])[CH2:12][S:13][C@H:14]2[C:17](=[O:18])[N:16]([C:19]3[CH:24]=[CH:23][C:22]([F:25])=[CH:21][CH:20]=3)[C@@H:15]2[C:26]2[CH:36]=[CH:35][C:29]([O:30][CH2:31][C:32](O)=[O:33])=[CH:28][CH:27]=2)=[CH:7][CH:6]=1)([CH3:4])([CH3:3])[CH3:2].CN1CCOCC1.CN(C(ON1N=NC2C=CC=CC1=2)=[N+](C)C)C.[B-](F)(F)(F)F.[NH2:67][CH2:68][C:69]([NH:71][C@@H:72]([C:80]([OH:82])=[O:81])[CH2:73][CH:74]1[CH2:79][CH2:78][CH2:77][CH2:76][CH2:75]1)=[O:70].[BH4-].[Na+]. Product: [C:1]([C:5]1[CH:10]=[CH:9][C:8]([CH:11]([OH:37])[CH2:12][S:13][C@H:14]2[C:17](=[O:18])[N:16]([C:19]3[CH:24]=[CH:23][C:22]([F:25])=[CH:21][CH:20]=3)[C@@H:15]2[C:26]2[CH:27]=[CH:28][C:29]([O:30][CH2:31][C:32]([NH:67][CH2:68][C:69]([NH:71][C@@H:72]([C:80]([OH:82])=[O:81])[CH2:73][CH:74]3[CH2:79][CH2:78][CH2:77][CH2:76][CH2:75]3)=[O:70])=[O:33])=[CH:35][CH:36]=2)=[CH:7][CH:6]=1)([CH3:4])([CH3:2])[CH3:3]. The catalyst class is: 121. (5) Reactant: Cl[C:2]1[N:3]=[N:4][C:5]([C:8]2[CH:13]=[CH:12][CH:11]=[C:10]([F:14])[CH:9]=2)=[CH:6][N:7]=1.O.[NH2:16][NH2:17]. Product: [F:14][C:10]1[CH:9]=[C:8]([C:5]2[N:4]=[N:3][C:2]([NH:16][NH2:17])=[N:7][CH:6]=2)[CH:13]=[CH:12][CH:11]=1. The catalyst class is: 17. (6) The catalyst class is: 6. Product: [CH3:1][O:2][C:3]([C:5]1[C:6]([O:12][C:13]([O:15][CH3:16])=[O:14])=[N:7][S:8][C:9]=1[S:36]([CH3:20])(=[O:39])=[O:37])=[O:4]. Reactant: [CH3:1][O:2][C:3]([C:5]1[C:6]([O:12][C:13]([O:15][CH3:16])=[O:14])=[N:7][S:8][C:9]=1SC)=[O:4].OO.N[C:20](N)=O.FC(F)(F)C(OC(=O)C(F)(F)F)=O.[S:36]([O-:39])(O)=[O:37].[Na+]. (7) Reactant: [CH3:1][O:2][C:3]1[CH:27]=[CH:26][C:6]([CH2:7][S:8][C:9](=[NH:25])[C:10]([C:23]#[N:24])=[C:11]([SH:22])[NH:12][C:13]([O:15][C:16]2[CH:21]=[CH:20][CH:19]=[CH:18][CH:17]=2)=[O:14])=[CH:5][CH:4]=1.N1C=CC=CC=1.II.Cl. Product: [C:16]1([O:15][C:13](=[O:14])[NH:12][C:11]2[S:22][N:25]=[C:9]([S:8][CH2:7][C:6]3[CH:26]=[CH:27][C:3]([O:2][CH3:1])=[CH:4][CH:5]=3)[C:10]=2[C:23]#[N:24])[CH:17]=[CH:18][CH:19]=[CH:20][CH:21]=1. The catalyst class is: 13. (8) Reactant: [CH3:1][O:2][C:3]1[C:9]([O:10][CH3:11])=[CH:8][CH:7]=[CH:6][C:4]=1[NH2:5].CCN(C(C)C)C(C)C.Br[CH2:22][C:23]1[N:28]=[C:27]([NH2:29])[N:26]=[C:25]([NH2:30])[C:24]=1[C:31]1[CH:36]=[CH:35][C:34]([NH:37][CH2:38][C:39]2[CH:44]=[CH:43][C:42]([S:45]([CH3:48])(=[O:47])=[O:46])=[CH:41][CH:40]=2)=[CH:33][CH:32]=1. Product: [CH3:1][O:2][C:3]1[C:9]([O:10][CH3:11])=[CH:8][CH:7]=[CH:6][C:4]=1[NH:5][CH2:22][C:23]1[N:28]=[C:27]([NH2:29])[N:26]=[C:25]([NH2:30])[C:24]=1[C:31]1[CH:32]=[CH:33][C:34]([NH:37][CH2:38][C:39]2[CH:44]=[CH:43][C:42]([S:45]([CH3:48])(=[O:47])=[O:46])=[CH:41][CH:40]=2)=[CH:35][CH:36]=1. The catalyst class is: 44. (9) Product: [C:1]([CH:3]=[C:19]1[CH2:22][N:21]([C:23]([O:25][C:26]([CH3:29])([CH3:28])[CH3:27])=[O:24])[CH2:20]1)#[N:2]. Reactant: [C:1]([CH2:3]P(=O)(OCC)OCC)#[N:2].CC(C)([O-])C.[K+].O=[C:19]1[CH2:22][N:21]([C:23]([O:25][C:26]([CH3:29])([CH3:28])[CH3:27])=[O:24])[CH2:20]1.O. The catalyst class is: 7. (10) Reactant: [CH3:1][CH2:2][O:3][C:4]1[CH:5]=[C:6]([CH2:13][C:14]([NH:16][C@H:17]([C:22]2[CH:23]=[CH:24][CH:25]=[CH:26][C:27]=2[N:28]2[CH2:33][CH2:32][CH2:31][CH2:30][CH2:29]2)[CH2:18][CH:19]([CH3:21])[CH3:20])=[O:15])[CH:7]=[CH:8][C:9]=1[C:10]([OH:12])=[O:11].[CH3:34][CH:35](C)C[C@H](N)C1C=CC=CC=1N1CCCCC1.C(OC1C=C(CC(O)=O)C=CC=1C(OCC)=O)C.ClC(OCC)=O.S(Cl)(Cl)=O.P(Cl)(Cl)Cl.O=P12OP3(OP(OP(O3)(O1)=O)(=O)O2)=O.C1(N=C=NC2CCCCC2)CCCCC1.C1(N=C=NC2CCCCC2)CCCCC1.ON1C(=O)CCC1=O.C1(P(C2C=CC=CC=2)C2C=CC=CC=2)C=CC=CC=1.C(Cl)(Cl)(Cl)Cl.C(=O)([O-])[O-].[Na+].[Na+]. Product: [CH2:2]([O:3][C:4]1[CH:5]=[C:6]([CH2:13][C:14]([NH:16][C@H:17]([C:22]2[CH:23]=[CH:24][CH:25]=[CH:26][C:27]=2[N:28]2[CH2:33][CH2:32][CH2:31][CH2:30][CH2:29]2)[CH2:18][CH:19]([CH3:21])[CH3:20])=[O:15])[CH:7]=[CH:8][C:9]=1[C:10]([O:12][CH2:34][CH3:35])=[O:11])[CH3:1]. The catalyst class is: 347.